This data is from Full USPTO retrosynthesis dataset with 1.9M reactions from patents (1976-2016). The task is: Predict the reactants needed to synthesize the given product. (1) Given the product [Cl:1][C:2]1[CH:7]=[C:6]([CH3:13])[N:5]=[C:4]([S:8][CH3:9])[N:3]=1, predict the reactants needed to synthesize it. The reactants are: [Cl:1][C:2]1[CH:7]=[CH:6][N:5]=[C:4]([S:8][CH3:9])[N:3]=1.C[Li].Cl[C:13]1C(Cl)=C(O)C(C#N)=C(C#N)C=1O.[OH-].[Na+]. (2) Given the product [CH3:28][C:29]1[O:30][CH:31]=[C:32]([CH2:34][N:18]2[CH2:19][CH2:20][N:15]([C:21]([O:23][C:24]([CH3:27])([CH3:26])[CH3:25])=[O:22])[CH2:16][CH2:17]2)[N:33]=1, predict the reactants needed to synthesize it. The reactants are: C(O[BH-](OC(=O)C)OC(=O)C)(=O)C.[Na+].[N:15]1([C:21]([O:23][C:24]([CH3:27])([CH3:26])[CH3:25])=[O:22])[CH2:20][CH2:19][NH:18][CH2:17][CH2:16]1.[CH3:28][C:29]1[O:30][CH:31]=[C:32]([CH:34]=O)[N:33]=1.